The task is: Predict the product of the given reaction.. This data is from Forward reaction prediction with 1.9M reactions from USPTO patents (1976-2016). Given the reactants C(OC([N:6]1[CH2:27][CH2:26][C:10]2[C:11]3[CH:12]([C:20]4[CH:21]=[N:22][CH:23]=[CH:24][CH:25]=4)[C:13]([F:19])([F:18])[CH2:14][C:15]=3[CH:16]=[CH:17][C:9]=2[CH2:8][CH2:7]1)=O)C.Br, predict the reaction product. The product is: [F:19][C:13]1([F:18])[CH:12]([C:20]2[CH:21]=[N:22][CH:23]=[CH:24][CH:25]=2)[C:11]2[C:10]3[CH2:26][CH2:27][NH:6][CH2:7][CH2:8][C:9]=3[CH:17]=[CH:16][C:15]=2[CH2:14]1.